Task: Regression. Given two drug SMILES strings and cell line genomic features, predict the synergy score measuring deviation from expected non-interaction effect.. Dataset: NCI-60 drug combinations with 297,098 pairs across 59 cell lines Drug 1: C1CN1P(=S)(N2CC2)N3CC3. Drug 2: CCC1(CC2CC(C3=C(CCN(C2)C1)C4=CC=CC=C4N3)(C5=C(C=C6C(=C5)C78CCN9C7C(C=CC9)(C(C(C8N6C)(C(=O)OC)O)OC(=O)C)CC)OC)C(=O)OC)O.OS(=O)(=O)O. Cell line: ACHN. Synergy scores: CSS=18.5, Synergy_ZIP=3.17, Synergy_Bliss=5.31, Synergy_Loewe=4.18, Synergy_HSA=4.20.